From a dataset of Forward reaction prediction with 1.9M reactions from USPTO patents (1976-2016). Predict the product of the given reaction. (1) Given the reactants [C:1]([C:9]1[CH:14]=[CH:13][CH:12]=[CH:11][C:10]=1[NH:15][C@@H:16]([CH2:21][C:22]1[CH:27]=[CH:26][C:25]([OH:28])=[CH:24][CH:23]=1)[C:17]([O:19][CH3:20])=[O:18])(=[O:8])[C:2]1[CH:7]=[CH:6][CH:5]=[CH:4][CH:3]=1.C(N(CC)CC)C.[S:36](O[S:36]([C:39]([F:42])([F:41])[F:40])(=[O:38])=[O:37])([C:39]([F:42])([F:41])[F:40])(=[O:38])=[O:37].[Cl-].[NH4+], predict the reaction product. The product is: [C:1]([C:9]1[CH:14]=[CH:13][CH:12]=[CH:11][C:10]=1[NH:15][C@@H:16]([CH2:21][C:22]1[CH:27]=[CH:26][C:25]([O:28][S:36]([C:39]([F:42])([F:41])[F:40])(=[O:38])=[O:37])=[CH:24][CH:23]=1)[C:17]([O:19][CH3:20])=[O:18])(=[O:8])[C:2]1[CH:3]=[CH:4][CH:5]=[CH:6][CH:7]=1. (2) Given the reactants [NH2:1][C:2]1[CH:7]=[CH:6][CH:5]=[CH:4][N:3]=1.Cl[C:9]([O:11][C:12]1[CH:17]=[CH:16][C:15]([N+:18]([O-:20])=[O:19])=[CH:14][CH:13]=1)=[O:10].N1C=CC=CC=1, predict the reaction product. The product is: [N:3]1[CH:4]=[CH:5][CH:6]=[CH:7][C:2]=1[NH:1][C:9](=[O:10])[O:11][C:12]1[CH:13]=[CH:14][C:15]([N+:18]([O-:20])=[O:19])=[CH:16][CH:17]=1. (3) Given the reactants [C:1]([O:5][C:6]([NH:8][C@H:9]([CH2:18][CH2:19][CH2:20][CH2:21][NH:22][C:23]([O:25][C:26]([CH3:29])([CH3:28])[CH3:27])=[O:24])[C:10]([NH:12][CH2:13][CH2:14][C:15]([OH:17])=[O:16])=[O:11])=[O:7])([CH3:4])([CH3:3])[CH3:2].C1CCC(N=C=NC2CCCCC2)CC1.[CH3:45][C:46]([NH:48][CH:49]1[C:59]2[CH:60]=[C:61](O)[CH:62]=[CH:63][C:58]=2[C:57]2[C:52](=[CH:53][C:54]([O:69][CH3:70])=[C:55]([O:67][CH3:68])[C:56]=2[O:65][CH3:66])[CH2:51][CH2:50]1)=[O:47], predict the reaction product. The product is: [C:1]([O:5][C:6]([NH:8][C@H:9]([CH2:18][CH2:19][CH2:20][CH2:21][NH:22][C:23]([O:25][C:26]([CH3:29])([CH3:28])[CH3:27])=[O:24])[C:10]([NH:12][CH2:13][CH2:14][C:15]([O:17][C:61]1[CH:62]=[CH:63][C:58]2[C:57]3[C:56]([O:65][CH3:66])=[C:55]([O:67][CH3:68])[C:54]([O:69][CH3:70])=[CH:53][C:52]=3[CH2:51][CH2:50][C@H:49]([NH:48][C:46](=[O:47])[CH3:45])[C:59]=2[CH:60]=1)=[O:16])=[O:11])=[O:7])([CH3:4])([CH3:3])[CH3:2]. (4) Given the reactants Br[C:2]1[C:11]2[C:6](=[CH:7][CH:8]=[CH:9][CH:10]=2)[C:5]([C:12]([OH:14])=[O:13])=[CH:4][CH:3]=1.C(N(CC)CC)C.C1(P(C2C=CC=CC=2)C2C=CC=CC=2)C=CC=CC=1.[C:41]([O:45][CH3:46])(=[O:44])[CH:42]=[CH2:43], predict the reaction product. The product is: [CH3:46][O:45][C:41](=[O:44])/[CH:42]=[CH:43]/[C:2]1[C:11]2[C:6](=[CH:7][CH:8]=[CH:9][CH:10]=2)[C:5]([C:12]([OH:14])=[O:13])=[CH:4][CH:3]=1. (5) Given the reactants [OH:1][C:2]1[CH:7]=[CH:6][C:5]([NH:8][C:9]2[CH:10]=[CH:11][CH:12]=[C:13]3[C:18]=2[CH:17]=[C:16]([C:19]([O:21][CH3:22])=[O:20])[CH:15]=[CH:14]3)=[CH:4][CH:3]=1.[Cl:23][C:24]1[CH:29]=[CH:28][CH:27]=[C:26]([Cl:30])[C:25]=1[C:31]1[C:35]([CH2:36]O)=[C:34]([CH:38]([CH3:40])[CH3:39])[O:33][N:32]=1.C1(P(C2C=CC=CC=2)C2C=CC=CC=2)C=CC=CC=1.N(C(OC(C)C)=O)=NC(OC(C)C)=O, predict the reaction product. The product is: [Cl:30][C:26]1[CH:27]=[CH:28][CH:29]=[C:24]([Cl:23])[C:25]=1[C:31]1[C:35]([CH2:36][O:1][C:2]2[CH:3]=[CH:4][C:5]([NH:8][C:9]3[CH:10]=[CH:11][CH:12]=[C:13]4[C:18]=3[CH:17]=[C:16]([C:19]([O:21][CH3:22])=[O:20])[CH:15]=[CH:14]4)=[CH:6][CH:7]=2)=[C:34]([CH:38]([CH3:40])[CH3:39])[O:33][N:32]=1. (6) Given the reactants [CH2:1]([NH:8][CH:9]([C:12]1[C:13]([CH3:24])=[N:14][O:15][C:16]=1[C:17]1[CH:22]=[CH:21][C:20](Br)=[CH:19][CH:18]=1)[CH2:10][OH:11])[C:2]1[CH:7]=[CH:6][CH:5]=[CH:4][CH:3]=1.[CH2:25]([O:27][C:28]([C:30]1([C:33]2[CH:38]=[CH:37][C:36](B3OC(C)(C)C(C)(C)O3)=[CH:35][CH:34]=2)[CH2:32][CH2:31]1)=[O:29])[CH3:26], predict the reaction product. The product is: [CH2:25]([O:27][C:28]([C:30]1([C:33]2[CH:38]=[CH:37][C:36]([C:20]3[CH:21]=[CH:22][C:17]([C:16]4[O:15][N:14]=[C:13]([CH3:24])[C:12]=4[CH:9]([NH:8][CH2:1][C:2]4[CH:7]=[CH:6][CH:5]=[CH:4][CH:3]=4)[CH2:10][OH:11])=[CH:18][CH:19]=3)=[CH:35][CH:34]=2)[CH2:31][CH2:32]1)=[O:29])[CH3:26]. (7) Given the reactants [NH2:1][C:2]1[S:3][C:4]([CH3:8])=[C:5]([CH3:7])[N:6]=1.[Cl:9][CH2:10][C:11](=O)[CH2:12][C:13](OCC)=[O:14], predict the reaction product. The product is: [Cl:9][CH2:10][C:11]1[N:1]=[C:2]2[S:3][C:4]([CH3:8])=[C:5]([CH3:7])[N:6]2[C:13](=[O:14])[CH:12]=1. (8) Given the reactants [Cl:1][C:2]1[C:3](Cl)=[N:4][C:5]([CH2:12][N:13]2[CH2:18][CH2:17][CH2:16][CH2:15][C:14]2=[O:19])=[C:6]([CH:11]=1)[C:7]([O:9][CH3:10])=[O:8].[NH:21]1[CH2:26][CH2:25][CH:24]([C:27]([O:29][C:30]([CH3:33])([CH3:32])[CH3:31])=[O:28])[CH2:23][CH2:22]1, predict the reaction product. The product is: [C:30]([O:29][C:27]([CH:24]1[CH2:25][CH2:26][N:21]([C:3]2[C:2]([Cl:1])=[CH:11][C:6]([C:7]([O:9][CH3:10])=[O:8])=[C:5]([CH2:12][N:13]3[CH2:18][CH2:17][CH2:16][CH2:15][C:14]3=[O:19])[N:4]=2)[CH2:22][CH2:23]1)=[O:28])([CH3:33])([CH3:31])[CH3:32]. (9) Given the reactants [CH2:1]([O:3][C:4](=[O:35])[CH:5]([O:32][CH2:33][CH3:34])[CH2:6][C:7]1[CH:12]=[CH:11][C:10]([O:13][CH2:14][C:15]2[O:16][C:17]([C:21]3[CH:26]=[CH:25][C:24]([O:27][C:28]([F:31])([F:30])[F:29])=[CH:23][CH:22]=3)=[C:18](Br)[N:19]=2)=[CH:9][CH:8]=1)[CH3:2].[CH:36]([O:39][C:40]1[N:45]=[CH:44][C:43](B(O)O)=[CH:42][N:41]=1)([CH3:38])[CH3:37].C(=O)([O-])[O-].[K+].[K+], predict the reaction product. The product is: [CH2:1]([O:3][C:4](=[O:35])[CH:5]([O:32][CH2:33][CH3:34])[CH2:6][C:7]1[CH:12]=[CH:11][C:10]([O:13][CH2:14][C:15]2[O:16][C:17]([C:21]3[CH:26]=[CH:25][C:24]([O:27][C:28]([F:31])([F:30])[F:29])=[CH:23][CH:22]=3)=[C:18]([C:43]3[CH:42]=[N:41][C:40]([O:39][CH:36]([CH3:38])[CH3:37])=[N:45][CH:44]=3)[N:19]=2)=[CH:9][CH:8]=1)[CH3:2].